Dataset: NCI-60 drug combinations with 297,098 pairs across 59 cell lines. Task: Regression. Given two drug SMILES strings and cell line genomic features, predict the synergy score measuring deviation from expected non-interaction effect. (1) Drug 1: CS(=O)(=O)CCNCC1=CC=C(O1)C2=CC3=C(C=C2)N=CN=C3NC4=CC(=C(C=C4)OCC5=CC(=CC=C5)F)Cl. Drug 2: CCN(CC)CCNC(=O)C1=C(NC(=C1C)C=C2C3=C(C=CC(=C3)F)NC2=O)C. Cell line: CCRF-CEM. Synergy scores: CSS=1.90, Synergy_ZIP=0.541, Synergy_Bliss=0.841, Synergy_Loewe=0.523, Synergy_HSA=-1.25. (2) Drug 1: C1CCN(CC1)CCOC2=CC=C(C=C2)C(=O)C3=C(SC4=C3C=CC(=C4)O)C5=CC=C(C=C5)O. Drug 2: C(CC(=O)O)C(=O)CN.Cl. Cell line: MALME-3M. Synergy scores: CSS=-4.77, Synergy_ZIP=0.349, Synergy_Bliss=1.33, Synergy_Loewe=-4.48, Synergy_HSA=-2.95. (3) Drug 1: C1=NC2=C(N=C(N=C2N1C3C(C(C(O3)CO)O)F)Cl)N. Drug 2: CC=C1C(=O)NC(C(=O)OC2CC(=O)NC(C(=O)NC(CSSCCC=C2)C(=O)N1)C(C)C)C(C)C. Cell line: MALME-3M. Synergy scores: CSS=55.9, Synergy_ZIP=-0.956, Synergy_Bliss=0.494, Synergy_Loewe=-31.1, Synergy_HSA=0.284. (4) Drug 1: C(CC(=O)O)C(=O)CN.Cl. Drug 2: CS(=O)(=O)OCCCCOS(=O)(=O)C. Cell line: HCC-2998. Synergy scores: CSS=24.0, Synergy_ZIP=-1.95, Synergy_Bliss=3.42, Synergy_Loewe=3.30, Synergy_HSA=6.11. (5) Drug 1: C1=CC=C(C=C1)NC(=O)CCCCCCC(=O)NO. Drug 2: C1=NC2=C(N1)C(=S)N=CN2. Cell line: U251. Synergy scores: CSS=35.8, Synergy_ZIP=-4.15, Synergy_Bliss=2.85, Synergy_Loewe=-3.58, Synergy_HSA=2.65. (6) Drug 1: CC1C(C(CC(O1)OC2CC(CC3=C2C(=C4C(=C3O)C(=O)C5=C(C4=O)C(=CC=C5)OC)O)(C(=O)C)O)N)O.Cl. Drug 2: C1=NC2=C(N=C(N=C2N1C3C(C(C(O3)CO)O)O)F)N. Cell line: HCT116. Synergy scores: CSS=28.3, Synergy_ZIP=-10.8, Synergy_Bliss=-13.1, Synergy_Loewe=-37.7, Synergy_HSA=-11.7. (7) Drug 1: CC12CCC(CC1=CCC3C2CCC4(C3CC=C4C5=CN=CC=C5)C)O. Drug 2: CC1=C(C=C(C=C1)NC(=O)C2=CC=C(C=C2)CN3CCN(CC3)C)NC4=NC=CC(=N4)C5=CN=CC=C5. Cell line: HL-60(TB). Synergy scores: CSS=-17.3, Synergy_ZIP=6.01, Synergy_Bliss=-4.68, Synergy_Loewe=-14.1, Synergy_HSA=-14.7. (8) Drug 1: CC1=C(C=C(C=C1)NC2=NC=CC(=N2)N(C)C3=CC4=NN(C(=C4C=C3)C)C)S(=O)(=O)N.Cl. Drug 2: CS(=O)(=O)OCCCCOS(=O)(=O)C. Cell line: OVCAR-4. Synergy scores: CSS=-4.61, Synergy_ZIP=-1.20, Synergy_Bliss=-6.76, Synergy_Loewe=-7.95, Synergy_HSA=-7.17. (9) Drug 1: C1=CC=C(C=C1)NC(=O)CCCCCCC(=O)NO. Drug 2: CC1C(C(CC(O1)OC2CC(CC3=C2C(=C4C(=C3O)C(=O)C5=C(C4=O)C(=CC=C5)OC)O)(C(=O)CO)O)N)O.Cl. Cell line: RXF 393. Synergy scores: CSS=46.4, Synergy_ZIP=-1.63, Synergy_Bliss=1.38, Synergy_Loewe=0.497, Synergy_HSA=4.47. (10) Drug 1: C1CN1C2=NC(=NC(=N2)N3CC3)N4CC4. Drug 2: C1=NC2=C(N1)C(=S)N=CN2. Cell line: OVCAR-5. Synergy scores: CSS=40.3, Synergy_ZIP=-6.65, Synergy_Bliss=-2.65, Synergy_Loewe=-1.55, Synergy_HSA=1.22.